This data is from Forward reaction prediction with 1.9M reactions from USPTO patents (1976-2016). The task is: Predict the product of the given reaction. Given the reactants [F:1][C:2]1[CH:7]=[CH:6][C:5]([O:8][CH3:9])=[CH:4][C:3]=1[C:10]1[CH:15]=[CH:14][C:13]([CH2:16]O)=[CH:12][C:11]=1[C:18]1[C@@:19]2([CH3:27])[C:24]([CH3:26])([CH3:25])[C@@H:22]([CH:23]=1)[CH2:21][CH2:20]2.S(Cl)([Cl:30])=O, predict the reaction product. The product is: [CH3:9][O:8][C:5]1[CH:4]=[C:3]([C:10]2[CH:15]=[CH:14][C:13]([CH2:16][Cl:30])=[CH:12][C:11]=2[C:18]2[C@@:19]3([CH3:27])[C:24]([CH3:26])([CH3:25])[C@@H:22]([CH:23]=2)[CH2:21][CH2:20]3)[C:2]([F:1])=[CH:7][CH:6]=1.